From a dataset of Reaction yield outcomes from USPTO patents with 853,638 reactions. Predict the reaction yield, written as a fraction of the theoretical maximum amount of product (1.0 means a 100% yield; for example, 0.34 means a 34% yield). (1) The reactants are [S:1]1[CH:5]=[CH:4][C:3]([CH:6]=[O:7])=[CH:2]1.C(=O)([O-])[O-].[K+].[K+].[F:14][C:15]([Si](C)(C)C)([F:17])[F:16]. The catalyst is O1CCCC1.CN(C)C=O. The product is [F:14][C:15]([F:17])([F:16])[CH:6]([C:3]1[CH:4]=[CH:5][S:1][CH:2]=1)[OH:7]. The yield is 0.530. (2) The reactants are Br[C:2]1[CH:3]=[C:4]([CH2:10][NH:11][C:12]([C:14]2[CH:19]=[C:18]([CH3:20])[CH:17]=[C:16]([C:21]([NH:23][CH2:24][C:25]3[C:26]([NH:38][CH:39]4[CH2:44][CH2:43][O:42][CH2:41][CH2:40]4)=[C:27]4[CH:35]=[N:34][N:33]([CH2:36][CH3:37])[C:28]4=[N:29][C:30]=3[CH2:31][CH3:32])=[O:22])[CH:15]=2)=[O:13])[CH:5]=[CH:6][C:7]=1[O:8][CH3:9].[CH:45]([C:47]1[CH:48]=[C:49](B(O)O)[CH:50]=[CH:51][CH:52]=1)=[O:46].C(=O)([O-])[O-].[K+].[K+]. The catalyst is O1CCOCC1.O.C(Cl)Cl.C1C=CC([P]([Pd]([P](C2C=CC=CC=2)(C2C=CC=CC=2)C2C=CC=CC=2)([P](C2C=CC=CC=2)(C2C=CC=CC=2)C2C=CC=CC=2)[P](C2C=CC=CC=2)(C2C=CC=CC=2)C2C=CC=CC=2)(C2C=CC=CC=2)C2C=CC=CC=2)=CC=1. The product is [CH2:36]([N:33]1[C:28]2=[N:29][C:30]([CH2:31][CH3:32])=[C:25]([CH2:24][NH:23][C:21]([C:16]3[CH:17]=[C:18]([CH3:20])[CH:19]=[C:14]([C:12]([NH:11][CH2:10][C:4]4[CH:3]=[C:2]([C:51]5[CH:50]=[CH:49][CH:48]=[C:47]([CH:45]=[O:46])[CH:52]=5)[C:7]([O:8][CH3:9])=[CH:6][CH:5]=4)=[O:13])[CH:15]=3)=[O:22])[C:26]([NH:38][CH:39]3[CH2:44][CH2:43][O:42][CH2:41][CH2:40]3)=[C:27]2[CH:35]=[N:34]1)[CH3:37]. The yield is 0.643. (3) The reactants are [C:1]1([C:7]([CH2:9][C:10]2[CH:15]=[CH:14][CH:13]=[CH:12][CH:11]=2)=[O:8])[CH:6]=[CH:5][CH:4]=[CH:3][CH:2]=1.Br[C:17]1[CH:22]=[CH:21][CH:20]=[CH:19][C:18]=1Br.C1(P(C2C=CC=CC=2)C2C=CC=CC=2)C=CC=CC=1.C(=O)([O-])[O-].[Cs+].[Cs+]. The catalyst is C([O-])(=O)C.[Pd+2].C([O-])(=O)C.CC1C=CC=CC=1C. The product is [C:1]1([C:7]2[O:8][C:15]3[CH:14]=[CH:13][CH:12]=[CH:11][C:10]=3[C:9]=2[C:17]2[CH:22]=[CH:21][CH:20]=[CH:19][CH:18]=2)[CH:2]=[CH:3][CH:4]=[CH:5][CH:6]=1. The yield is 0.800. (4) The reactants are [Cl:1][C:2]1[N:7]=[C:6]2[NH:8][CH:9]=[CH:10][C:5]2=[CH:4][CH:3]=1.[C:11](O)(=[O:13])C.C1N2CN3CN(C2)CN1C3. The catalyst is O. The product is [Cl:1][C:2]1[N:7]=[C:6]2[NH:8][CH:9]=[C:10]([CH:11]=[O:13])[C:5]2=[CH:4][CH:3]=1. The yield is 0.640. (5) The reactants are C([C:4]1([C:10]2[C:18]3[C:13](=[CH:14][CH:15]=[C:16]([NH:19][C:20]([C:22]4[CH:27]=[CH:26][CH:25]=[CH:24][N:23]=4)=[O:21])[CH:17]=3)[NH:12][N:11]=2)[CH:9]=[CH:8][CH:7]=[CH:6][CH2:5]1)(=O)C.N. The catalyst is CO. The product is [C:4]1([C:10]2[C:18]3[C:13](=[CH:14][CH:15]=[C:16]([NH:19][C:20]([C:22]4[CH:27]=[CH:26][CH:25]=[CH:24][N:23]=4)=[O:21])[CH:17]=3)[NH:12][N:11]=2)[CH:5]=[CH:6][CH:7]=[CH:8][CH:9]=1. The yield is 0.710. (6) The reactants are [C:1]([NH:8][CH:9]1[CH2:12][C:11](=C)[CH2:10]1)([O:3][C:4]([CH3:7])([CH3:6])[CH3:5])=[O:2].C([O-])([O-])=[O:15].[K+].[K+]. The yield is 0.720. The product is [C:1]([NH:8][CH:9]1[CH2:12][C:11](=[O:15])[CH2:10]1)([O:3][C:4]([CH3:7])([CH3:6])[CH3:5])=[O:2]. The catalyst is C(Cl)Cl.O.[Cl-].C([N+](CCCC)(CCCC)CCCC)CCC. (7) The reactants are [OH:1][C:2]1([CH2:15][CH2:16][CH:17]([CH3:19])[CH3:18])[C:11]2[C:6](=[CH:7][CH:8]=[CH:9][CH:10]=2)[C:5]([O:12][CH3:13])=[CH:4][C:3]1=[O:14].[H-].[Na+].[CH2:22](Br)[C:23]1[CH:28]=[CH:27][CH:26]=[CH:25][CH:24]=1. The catalyst is CN(C)C=O. The product is [CH2:22]([O:1][C:2]1([CH2:15][CH2:16][CH:17]([CH3:19])[CH3:18])[C:11]2[C:6](=[CH:7][CH:8]=[CH:9][CH:10]=2)[C:5]([O:12][CH3:13])=[CH:4][C:3]1=[O:14])[C:23]1[CH:28]=[CH:27][CH:26]=[CH:25][CH:24]=1. The yield is 0.860. (8) The reactants are [NH:1]1[C:9]2[C:4](=[CH:5][CH:6]=[CH:7][CH:8]=2)[C:3]([CH:10]=[O:11])=[CH:2]1.[H-].[Na+].[C:14]1([CH3:24])[CH:19]=[CH:18][C:17]([S:20](Cl)(=[O:22])=[O:21])=[CH:16][CH:15]=1. The catalyst is CS(C)=O.C(OCC)(=O)C.[NH4+].[Cl-]. The product is [S:20]([N:1]1[C:9]2[C:4](=[CH:5][CH:6]=[CH:7][CH:8]=2)[C:3]([CH:10]=[O:11])=[CH:2]1)([C:17]1[CH:18]=[CH:19][C:14]([CH3:24])=[CH:15][CH:16]=1)(=[O:22])=[O:21]. The yield is 0.500.